Dataset: Peptide-MHC class II binding affinity with 134,281 pairs from IEDB. Task: Regression. Given a peptide amino acid sequence and an MHC pseudo amino acid sequence, predict their binding affinity value. This is MHC class II binding data. The peptide sequence is QYIKANAKFIGITE. The MHC is DRB1_0401 with pseudo-sequence DRB1_0401. The binding affinity (normalized) is 0.219.